From a dataset of Full USPTO retrosynthesis dataset with 1.9M reactions from patents (1976-2016). Predict the reactants needed to synthesize the given product. (1) The reactants are: [Br:1][C:2]1[C:3]([F:12])=[CH:4][C:5]([O:10][CH3:11])=[C:6]([NH:8]N)[CH:7]=1.[CH:13](=O)[CH:14]([CH3:16])[CH3:15].Cl.[BH4-].[Na+]. Given the product [Br:1][C:2]1[C:3]([F:12])=[CH:4][C:5]([O:10][CH3:11])=[C:6]2[C:7]=1[C:14]([CH3:16])([CH3:15])[CH2:13][NH:8]2, predict the reactants needed to synthesize it. (2) The reactants are: Br[C:2]1[C:3]([C:21]#[N:22])=[CH:4][C:5]([F:20])=[C:6]([NH:8][C@H:9]([CH2:13][C:14]2[CH:19]=[CH:18]C=CC=2)[C:10]([NH2:12])=[O:11])[CH:7]=1.Cl.[NH2:24][C:25]1[S:29][N:28]=[C:27]([CH3:30])[CH:26]=1.C1C=CC(P(C2C(C3C(P(C4C=CC=CC=4)C4C=CC=CC=4)=CC=C4C=3C=CC=C4)=C3C(C=CC=C3)=CC=2)C2C=CC=CC=2)=CC=1.C([O-])([O-])=O.[K+].[K+]. Given the product [C:21]([C:3]1[C:2]([NH:24][C:25]2[S:29][N:28]=[C:27]([CH3:30])[CH:26]=2)=[CH:7][C:6]([NH:8][C@H:9]([CH2:13][CH:14]2[CH2:19][CH2:18]2)[C:10]([NH2:12])=[O:11])=[C:5]([F:20])[CH:4]=1)#[N:22], predict the reactants needed to synthesize it. (3) Given the product [CH3:8][CH:7]1[NH:4][CH2:1][CH2:2][NH:3][C:5](=[O:9])[CH2:6]1, predict the reactants needed to synthesize it. The reactants are: [CH2:1]([NH2:4])[CH2:2][NH2:3].[C:5](OCC)(=[O:9])/[CH:6]=[CH:7]/[CH3:8]. (4) Given the product [Br:18][C:19]1[CH:20]=[C:21]([CH:25]2[C:27]3([CH2:32][CH2:31][CH:30]([F:1])[CH2:29][CH2:28]3)[O:26]2)[CH:22]=[CH:23][CH:24]=1.[Br:18][C:19]1[CH:20]=[C:21]([CH:25]2[C:27]3([CH2:32][CH2:31][CH:30]=[CH:29][CH2:28]3)[O:26]2)[CH:22]=[CH:23][CH:24]=1, predict the reactants needed to synthesize it. The reactants are: [F:1]C(F)(S(F)(=O)=O)C(F)(F)C(F)(F)C(F)(F)F.[Br:18][C:19]1[CH:20]=[C:21]([CH:25]2[C:27]3([CH2:32][CH2:31][CH:30](O)[CH2:29][CH2:28]3)[O:26]2)[CH:22]=[CH:23][CH:24]=1.N12CCCN=C1CCCCC2. (5) Given the product [CH2:1]([O:3][C:4](=[O:14])[CH2:5][C:6]1[CH:11]=[C:10]([O:12][S:22]([C:25]([F:28])([F:27])[F:26])(=[O:24])=[O:23])[CH:9]=[C:8]([Cl:13])[CH:7]=1)[CH3:2], predict the reactants needed to synthesize it. The reactants are: [CH2:1]([O:3][C:4](=[O:14])[CH2:5][C:6]1[CH:11]=[C:10]([OH:12])[CH:9]=[C:8]([Cl:13])[CH:7]=1)[CH3:2].C1C=CC(N([S:22]([C:25]([F:28])([F:27])[F:26])(=[O:24])=[O:23])[S:22]([C:25]([F:28])([F:27])[F:26])(=[O:24])=[O:23])=CC=1. (6) The reactants are: [F:1][C:2]1[CH:23]=[CH:22][CH:21]=[CH:20][C:3]=1[CH2:4][C:5]1([OH:19])[CH2:10][CH2:9][CH2:8][CH:7]([NH:11]C(=O)OC(C)(C)C)[CH2:6]1.[ClH:24]. Given the product [ClH:24].[NH2:11][CH:7]1[CH2:8][CH2:9][CH2:10][C:5]([CH2:4][C:3]2[CH:20]=[CH:21][CH:22]=[CH:23][C:2]=2[F:1])([OH:19])[CH2:6]1, predict the reactants needed to synthesize it. (7) The reactants are: [F:1][C:2]([F:24])([F:23])[C:3]1[CH:8]=[CH:7][C:6]([C:9]2[N:14]=[CH:13][C:12]([CH:15]([OH:22])[CH2:16][CH2:17][CH2:18][CH2:19][CH2:20][CH3:21])=[CH:11][CH:10]=2)=[CH:5][CH:4]=1.N(C(N1CCCCC1)=O)=N[C:27](N1CCCCC1)=O.C(P(CCCC)CCCC)CCC.O[C:57]1[CH:66]=[CH:65][C:60]([C:61]([O:63][CH3:64])=[O:62])=[CH:59][CH:58]=1. Given the product [F:24][C:2]([F:23])([F:1])[C:3]1[CH:4]=[CH:5][C:6]([C:9]2[N:14]=[CH:13][C:12]([CH:15]([O:22][C:57]3[CH:66]=[CH:65][C:60]([C:61]([O:63][CH2:64][CH3:27])=[O:62])=[CH:59][CH:58]=3)[CH2:16][CH2:17][CH2:18][CH2:19][CH2:20][CH3:21])=[CH:11][CH:10]=2)=[CH:7][CH:8]=1, predict the reactants needed to synthesize it. (8) Given the product [OH2:8].[ClH:34].[NH2:11][C@H:12]([C:16]([O:18][CH2:19][CH2:20][O:21][CH2:22][N:23]1[CH:30]=[C:29]([CH3:31])[C:27](=[O:28])[NH:26][C:24]1=[O:25])=[O:17])[CH:13]([CH3:14])[CH3:15], predict the reactants needed to synthesize it. The reactants are: C([O:8]C([NH:11][C@H:12]([C:16]([O:18][CH2:19][CH2:20][O:21][CH2:22][N:23]1[CH:30]=[C:29]([CH3:31])[C:27](=[O:28])[NH:26][C:24]1=[O:25])=[O:17])[CH:13]([CH3:15])[CH3:14])=O)C1C=CC=CC=1.CO.[ClH:34]. (9) Given the product [OH:3][CH2:4][CH2:5][N:6]1[C:10]2[CH:11]=[CH:12][CH:13]=[CH:14][C:9]=2[N:8]=[C:7]1[N:15]1[CH2:21][CH2:20][CH2:19][NH:18][CH2:17][CH2:16]1, predict the reactants needed to synthesize it. The reactants are: C([O:3][CH2:4][CH2:5][N:6]1[C:10]2[CH:11]=[CH:12][CH:13]=[CH:14][C:9]=2[N:8]=[C:7]1[N:15]1[CH2:21][CH2:20][CH2:19][NH:18][CH2:17][CH2:16]1)C.Br.[OH-].[Na+]. (10) Given the product [CH3:36][O:38][C:39](=[O:40])[NH:19][C:18]1[CH:20]=[CH:21][C:15]([C:13]2[N:12]=[C:11]3[N:22]([CH:25]([CH3:27])[CH3:26])[N:23]=[CH:24][C:10]3=[C:9]([N:3]3[CH2:2][CH:1]4[O:8][CH:5]([CH2:6][CH2:7]4)[CH2:4]3)[N:14]=2)=[CH:16][CH:17]=1, predict the reactants needed to synthesize it. The reactants are: [CH:1]12[O:8][CH:5]([CH2:6][CH2:7]1)[CH2:4][N:3]([C:9]1[N:14]=[C:13]([C:15]3[CH:21]=[CH:20][C:18]([NH2:19])=[CH:17][CH:16]=3)[N:12]=[C:11]3[N:22]([CH:25]([CH3:27])[CH3:26])[N:23]=[CH:24][C:10]=13)[CH2:2]2.C(N(CC)CC)C.Cl[C:36](Cl)([O:38][C:39](=O)[O:40]C(Cl)(Cl)Cl)Cl.N(C1C=CC(C2N=C3N(C(C)C)N=CC3=C(N3CC4OC(CC4)C3)N=2)=CC=1)=C=O.